Task: Predict hERG channel inhibition at various concentrations.. Dataset: hERG Central: cardiac toxicity at 1µM, 10µM, and general inhibition The compound is CCCN1CCN(c2nc(-c3cccs3)nc3ccccc23)CC1. Results: hERG_inhib (hERG inhibition (general)): blocker.